This data is from Cav3 T-type calcium channel HTS with 100,875 compounds. The task is: Binary Classification. Given a drug SMILES string, predict its activity (active/inactive) in a high-throughput screening assay against a specified biological target. (1) The result is 1 (active). The compound is S(c1n(Cc2occc2)c(nn1)c1ccccc1)CC(=O)NCc1cc2OCOc2cc1. (2) The compound is s1c(NC(=O)c2c(OC)cccc2)nnc1C. The result is 0 (inactive). (3) The compound is O1CCN(CCCn2c3nc4n(c(=O)c3cc(c2=N)C#N)cccc4C)CC1. The result is 0 (inactive). (4) The compound is s1c(NC(=O)CCCC(O)=O)c(c(c1C)C)C(OC)=O. The result is 0 (inactive). (5) The compound is S(CC(=O)N1CC(CC(C1)C)C)c1n2c(=NC(Cc3c4c([nH]c3)cccc4)C2=O)c2c(n1)cccc2. The result is 0 (inactive). (6) The drug is s1c(Cn2c3nc4c(nc3c(c2N)C(OCC2OCCC2)=O)cccc4)ccc1. The result is 0 (inactive).